From a dataset of Orexin1 receptor HTS with 218,158 compounds and 233 confirmed actives. Binary Classification. Given a drug SMILES string, predict its activity (active/inactive) in a high-throughput screening assay against a specified biological target. (1) The compound is S(=O)(=O)(Nc1c(n(n(c1=O)c1ccccc1)C)C)c1ccc(cc1)CC. The result is 0 (inactive). (2) The compound is Clc1cn2c(nc(c3cc(OC(=O)N(C)C)ccc3)c2)cc1. The result is 0 (inactive).